From a dataset of Full USPTO retrosynthesis dataset with 1.9M reactions from patents (1976-2016). Predict the reactants needed to synthesize the given product. (1) Given the product [Cl:1][C:2]1[C:10]2[N:9]=[C:8]3[N:11]([C:15]4[CH:16]=[CH:17][C:18]([C:22]([NH2:23])=[O:37])=[N:19][C:20]=4[CH3:21])[CH2:12][CH2:13][CH2:14][N:7]3[C:6]=2[C:5]([CH:24]([O:29][CH:30]([F:31])[F:32])[C:25]([F:28])([F:27])[F:26])=[CH:4][CH:3]=1, predict the reactants needed to synthesize it. The reactants are: [Cl:1][C:2]1[C:10]2[N:9]=[C:8]3[N:11]([C:15]4[CH:16]=[CH:17][C:18]([C:22]#[N:23])=[N:19][C:20]=4[CH3:21])[CH2:12][CH2:13][CH2:14][N:7]3[C:6]=2[C:5]([CH:24]([O:29][CH:30]([F:32])[F:31])[C:25]([F:28])([F:27])[F:26])=[CH:4][CH:3]=1.C([OH:37])(C)(C)C. (2) Given the product [CH3:12][C:6]1([CH3:13])[NH:5][C:4]2[CH:3]=[C:2]([C:17]3[CH:18]=[N:19][N:20]([CH2:21][O:22][CH2:23][CH2:24][Si:25]([CH3:28])([CH3:27])[CH3:26])[C:16]=3[CH:14]=[O:15])[S:10][C:9]=2[C:8](=[O:11])[NH:7]1, predict the reactants needed to synthesize it. The reactants are: Br[C:2]1[S:10][C:9]2[C:8](=[O:11])[NH:7][C:6]([CH3:13])([CH3:12])[NH:5][C:4]=2[CH:3]=1.[CH:14]([C:16]1[N:20]([CH2:21][O:22][CH2:23][CH2:24][Si:25]([CH3:28])([CH3:27])[CH3:26])[N:19]=[CH:18][C:17]=1B(O)O)=[O:15].C(=O)([O-])[O-].[Cs+].[Cs+].COCCOC. (3) Given the product [OH:25][C@@H:24]1[C@H:23]([OH:26])[C@@H:22]([CH2:27][OH:28])[O:21][C@H:20]1[N:17]1[CH:16]=[N:15][C:14]2[C:18]1=[N:19][C:11]([N:9]1[CH:10]=[C:6]([C:4]([OH:5])=[O:3])[CH:7]=[N:8]1)=[N:12][C:13]=2[NH2:29], predict the reactants needed to synthesize it. The reactants are: C([O:3][C:4]([C:6]1[CH:7]=[N:8][N:9]([C:11]2[N:19]=[C:18]3[C:14]([N:15]=[CH:16][N:17]3[C@H:20]3[C@H:24]([OH:25])[C@H:23]([OH:26])[C@@H:22]([CH2:27][OH:28])[O:21]3)=[C:13]([NH2:29])[N:12]=2)[CH:10]=1)=[O:5])C.[OH-].[Na+]. (4) The reactants are: [Cl-].[CH2:2]([Zn+])[C:3]([CH3:6])([CH3:5])[CH3:4].[F:8][C:9]1[CH:10]=[C:11]([CH:34]=[C:35]([F:37])[CH:36]=1)[CH2:12][C@H:13]([NH:30][C:31](=[O:33])[CH3:32])[C@H:14]([OH:29])[CH2:15][NH:16][C:17]1([CH3:28])[C:26]2[C:21](=[CH:22][CH:23]=[C:24](I)[CH:25]=2)[O:20][CH2:19][CH2:18]1. Given the product [F:37][C:35]1[CH:34]=[C:11]([CH:10]=[C:9]([F:8])[CH:36]=1)[CH2:12][C@H:13]([NH:30][C:31](=[O:33])[CH3:32])[C@H:14]([OH:29])[CH2:15][NH:16][C:17]1([CH3:28])[C:26]2[C:21](=[CH:22][CH:23]=[C:24]([CH2:2][C:3]([CH3:6])([CH3:5])[CH3:4])[CH:25]=2)[O:20][CH2:19][CH2:18]1, predict the reactants needed to synthesize it. (5) Given the product [CH3:1][O:2][C:3]([CH:5]1[CH:10]([NH:11][CH:12]([C:14]2[CH:19]=[CH:18][CH:17]=[CH:16][CH:15]=2)[CH3:13])[CH2:9][CH2:8][N:7]([C:20]([O:22][C:23]([CH3:24])([CH3:26])[CH3:25])=[O:21])[CH2:6]1)=[O:4], predict the reactants needed to synthesize it. The reactants are: [CH3:1][O:2][C:3]([C:5]1[CH2:6][N:7]([C:20]([O:22][C:23]([CH3:26])([CH3:25])[CH3:24])=[O:21])[CH2:8][CH2:9][C:10]=1[NH:11][CH:12]([C:14]1[CH:19]=[CH:18][CH:17]=[CH:16][CH:15]=1)[CH3:13])=[O:4].C(O[BH-](OC(=O)C)OC(=O)C)(=O)C.[Na+].C(=O)(O)[O-].[Na+]. (6) Given the product [CH3:1][O:2][C:3]1[CH:4]=[CH:5][C:6]2[C:10]([CH:11]=1)=[N:9][N:8]([CH3:12])[C:7]=2[C:13]1[NH:21][C:20]2[C:15](=[N:16][CH:17]=[CH:18][C:19]=2[C:22]([OH:24])=[O:23])[CH:14]=1, predict the reactants needed to synthesize it. The reactants are: [CH3:1][O:2][C:3]1[CH:4]=[CH:5][C:6]2[C:10]([CH:11]=1)=[N:9][N:8]([CH3:12])[C:7]=2[C:13]1[NH:21][C:20]2[C:15](=[N:16][CH:17]=[CH:18][C:19]=2[C:22]([O:24]C)=[O:23])[CH:14]=1.O[Li].O.O.Cl.